From a dataset of Catalyst prediction with 721,799 reactions and 888 catalyst types from USPTO. Predict which catalyst facilitates the given reaction. Reactant: [Cl:1][C:2]1[S:10][C:9]2[S:8](=[O:12])(=[O:11])[N:7]([CH2:13][CH2:14][CH2:15][CH2:16][Br:17])[CH2:6][CH:5]([OH:18])[C:4]=2[CH:3]=1.[CH2:19](N([CH2:24][CH3:25])CC)C.CS(OS(C)(=O)=O)(=O)=[O:28]. Product: [CH3:19][CH2:6][CH2:5][CH2:4][CH2:3][CH3:2].[Cl:1][C:2]1[S:10][C:9]2[S:8](=[O:12])(=[O:11])[N:7]([CH2:13][CH2:14][CH2:15][CH2:16][Br:17])[CH:6]=[CH:5][C:4]=2[CH:3]=1.[C:24]([O:18][CH2:5][CH3:6])(=[O:28])[CH3:25]. The catalyst class is: 7.